Dataset: Peptide-MHC class I binding affinity with 185,985 pairs from IEDB/IMGT. Task: Regression. Given a peptide amino acid sequence and an MHC pseudo amino acid sequence, predict their binding affinity value. This is MHC class I binding data. (1) The peptide sequence is FLKEQGGL. The MHC is HLA-B40:02 with pseudo-sequence HLA-B40:02. The binding affinity (normalized) is 0. (2) The peptide sequence is LPFQNVHPV. The MHC is HLA-B07:02 with pseudo-sequence HLA-B07:02. The binding affinity (normalized) is 0.530. (3) The peptide sequence is LQALSNLIL. The MHC is HLA-A24:03 with pseudo-sequence HLA-A24:03. The binding affinity (normalized) is 0.213.